From a dataset of Catalyst prediction with 721,799 reactions and 888 catalyst types from USPTO. Predict which catalyst facilitates the given reaction. (1) Reactant: [F:1][C:2]([F:22])([F:21])[O:3][C:4]1[CH:5]=[C:6]([C:10]2[CH:11]=[C:12]([CH2:16][C:17]([O:19]C)=[O:18])[CH:13]=[N:14][CH:15]=2)[CH:7]=[CH:8][CH:9]=1.[Li+].[OH-]. Product: [F:22][C:2]([F:1])([F:21])[O:3][C:4]1[CH:5]=[C:6]([C:10]2[CH:11]=[C:12]([CH2:16][C:17]([OH:19])=[O:18])[CH:13]=[N:14][CH:15]=2)[CH:7]=[CH:8][CH:9]=1. The catalyst class is: 20. (2) Reactant: [CH:1]1([OH:6])[CH2:5][CH:4]=[CH:3][CH2:2]1.O[N:8]1[C:16](=[O:17])[C:15]2[C:10](=[CH:11][CH:12]=[CH:13][CH:14]=2)[C:9]1=[O:18].C1(P(C2C=CC=CC=2)C2C=CC=CC=2)C=CC=CC=1.CC(OC(/N=N/C(OC(C)C)=O)=O)C.N#N. Product: [CH:1]1([O:6][N:8]2[C:16](=[O:17])[C:15]3[C:10](=[CH:11][CH:12]=[CH:13][CH:14]=3)[C:9]2=[O:18])[CH2:5][CH:4]=[CH:3][CH2:2]1. The catalyst class is: 34.